This data is from Reaction yield outcomes from USPTO patents with 853,638 reactions. The task is: Predict the reaction yield, written as a fraction of the theoretical maximum amount of product (1.0 means a 100% yield; for example, 0.34 means a 34% yield). (1) The reactants are [S:1]1[CH:5]=[CH:4][C:3]([CH2:6][C:7]#[N:8])=[CH:2]1.[CH3:9][Si]([N-][Si](C)(C)C)(C)C.[Li+].IC. The catalyst is C1COCC1. The product is [S:1]1[CH:5]=[CH:4][C:3]([CH:6]([CH3:9])[C:7]#[N:8])=[CH:2]1. The yield is 0.460. (2) The reactants are [Br:1][C:2]1[CH:27]=[CH:26][C:5]([CH2:6][N:7]2[C:11]3[CH:12]=[C:13]([OH:16])[CH:14]=[CH:15][C:10]=3[N:9]=[C:8]2[CH2:17][C:18]([CH3:25])([CH3:24])[C:19]([O:21]CC)=[O:20])=[CH:4][CH:3]=1.Cl[CH2:29][C:30]1[CH:34]=[CH:33][N:32]([CH3:35])[N:31]=1.C([O-])([O-])=O.[K+].[K+].[OH-].[Na+]. The catalyst is CN(C=O)C.C1COCC1.CO. The product is [Br:1][C:2]1[CH:27]=[CH:26][C:5]([CH2:6][N:7]2[C:11]3[CH:12]=[C:13]([O:16][CH2:29][C:30]4[CH:34]=[CH:33][N:32]([CH3:35])[N:31]=4)[CH:14]=[CH:15][C:10]=3[N:9]=[C:8]2[CH2:17][C:18]([CH3:25])([CH3:24])[C:19]([OH:21])=[O:20])=[CH:4][CH:3]=1. The yield is 0.190. (3) The reactants are Br[C:2]1[CH:7]=[CH:6][CH:5]=[CH:4][C:3]=1[C:8]1[CH:9]=[N:10][CH:11]=[N:12][CH:13]=1.[CH3:14][O:15][C:16]1[CH:41]=[CH:40][C:19]([CH2:20][N:21]([C:35]2[S:36][CH:37]=[CH:38][N:39]=2)[S:22]([C:25]2[CH:26]=[CH:27][C:28]3[NH:33][CH2:32][CH2:31][O:30][C:29]=3[CH:34]=2)(=[O:24])=[O:23])=[CH:18][CH:17]=1.CC1(C)C2C(=C(P(C3C=CC=CC=3)C3C=CC=CC=3)C=CC=2)OC2C(P(C3C=CC=CC=3)C3C=CC=CC=3)=CC=CC1=2.CC(C)([O-])C.[Na+]. The catalyst is C1(C)C=CC=CC=1.C1C=CC(/C=C/C(/C=C/C2C=CC=CC=2)=O)=CC=1.C1C=CC(/C=C/C(/C=C/C2C=CC=CC=2)=O)=CC=1.C1C=CC(/C=C/C(/C=C/C2C=CC=CC=2)=O)=CC=1.[Pd].[Pd]. The product is [CH3:14][O:15][C:16]1[CH:17]=[CH:18][C:19]([CH2:20][N:21]([C:35]2[S:36][CH:37]=[CH:38][N:39]=2)[S:22]([C:25]2[CH:26]=[CH:27][C:28]3[N:33]([C:2]4[CH:7]=[CH:6][CH:5]=[CH:4][C:3]=4[C:8]4[CH:9]=[N:10][CH:11]=[N:12][CH:13]=4)[CH2:32][CH2:31][O:30][C:29]=3[CH:34]=2)(=[O:24])=[O:23])=[CH:40][CH:41]=1. The yield is 0.410. (4) The reactants are [N+:1]([C:4]1[CH:5]=[C:6]([CH2:10][C:11]2[C:19]3[C:14](=[CH:15][CH:16]=[CH:17][CH:18]=3)[N:13]([CH2:20][C:21]([O:23]CC)=[O:22])[CH:12]=2)[CH:7]=[CH:8][CH:9]=1)([O-:3])=[O:2].[OH-].[Na+].Cl. The catalyst is C1COCC1.CCO. The product is [N+:1]([C:4]1[CH:5]=[C:6]([CH2:10][C:11]2[C:19]3[C:14](=[CH:15][CH:16]=[CH:17][CH:18]=3)[N:13]([CH2:20][C:21]([OH:23])=[O:22])[CH:12]=2)[CH:7]=[CH:8][CH:9]=1)([O-:3])=[O:2]. The yield is 0.690.